Dataset: Aqueous solubility values for 9,982 compounds from the AqSolDB database. Task: Regression/Classification. Given a drug SMILES string, predict its absorption, distribution, metabolism, or excretion properties. Task type varies by dataset: regression for continuous measurements (e.g., permeability, clearance, half-life) or binary classification for categorical outcomes (e.g., BBB penetration, CYP inhibition). For this dataset (solubility_aqsoldb), we predict Y. (1) The Y is -5.84 log mol/L. The molecule is Cc1ccc2c(ccc3ccccc32)c1. (2) The molecule is O=C(O)COc1ccc([N+](=O)[O-])cc1[N+](=O)[O-]. The Y is -1.94 log mol/L. (3) The molecule is CC1CCCCC1O. The Y is -0.864 log mol/L. (4) The molecule is OCC(O)C(O)c1nn(-c2ccccc2)c2nc3ccccc3nc12. The Y is -3.13 log mol/L. (5) The compound is CCCOC(=O)n1cnc2c1c(=O)n(C)c(=O)n2C. The Y is -1.45 log mol/L. (6) The molecule is C1CCC2CCCCC2C1. The Y is -4.14 log mol/L. (7) The molecule is S=C=Nc1cccc(Cl)c1. The Y is -3.95 log mol/L. (8) The drug is CCCCCCCBr. The Y is -4.43 log mol/L.